This data is from Catalyst prediction with 721,799 reactions and 888 catalyst types from USPTO. The task is: Predict which catalyst facilitates the given reaction. (1) Reactant: [Cl:1][C:2]1[CH:3]=[C:4]([CH:7]=[C:8]([O:10][C:11]2[CH:16]=[C:15](/[CH:17]=[CH:18]/[C:19]3[C:27]4[C:22](=[N:23][C:24]([F:28])=[CH:25][CH:26]=4)[N:21]([CH2:29][C:30]4[CH:35]=[CH:34][C:33]([O:36][CH3:37])=[CH:32][CH:31]=4)[N:20]=3)[N:14]=[C:13]([O:38][CH3:39])[C:12]=2[Cl:40])[CH:9]=1)[C:5]#[N:6].[H][H]. Product: [Cl:1][C:2]1[CH:3]=[C:4]([CH:7]=[C:8]([O:10][C:11]2[CH:16]=[C:15]([CH2:17][CH2:18][C:19]3[C:27]4[C:22](=[N:23][C:24]([F:28])=[CH:25][CH:26]=4)[N:21]([CH2:29][C:30]4[CH:31]=[CH:32][C:33]([O:36][CH3:37])=[CH:34][CH:35]=4)[N:20]=3)[N:14]=[C:13]([O:38][CH3:39])[C:12]=2[Cl:40])[CH:9]=1)[C:5]#[N:6]. The catalyst class is: 358. (2) Reactant: [CH2:1]([O:3][C:4](=[O:18])[CH2:5][CH2:6][C:7]1[CH:8]=[C:9]([CH2:13][CH2:14][C:15](O)=[O:16])[CH:10]=[CH:11][CH:12]=1)[CH3:2]. Product: [OH:16][CH2:15][CH2:14][CH2:13][C:9]1[CH:8]=[C:7]([CH2:6][CH2:5][C:4]([O:3][CH2:1][CH3:2])=[O:18])[CH:12]=[CH:11][CH:10]=1. The catalyst class is: 1. (3) Reactant: [CH2:1]([N:8]([CH2:25][CH:26]([CH3:28])[CH3:27])[C:9]1[CH:18]=[C:17]2[C:12]([CH:13]=[C:14]([C:20]([O:22]CC)=[O:21])[C:15](=[O:19])[O:16]2)=[CH:11][CH:10]=1)[C:2]1[CH:7]=[CH:6][CH:5]=[CH:4][CH:3]=1.[OH-].[Na+].S(=O)(=O)(O)[O-].[Na+]. Product: [CH2:1]([N:8]([CH2:25][CH:26]([CH3:28])[CH3:27])[C:9]1[CH:18]=[C:17]2[C:12]([CH:13]=[C:14]([C:20]([OH:22])=[O:21])[C:15](=[O:19])[O:16]2)=[CH:11][CH:10]=1)[C:2]1[CH:3]=[CH:4][CH:5]=[CH:6][CH:7]=1. The catalyst class is: 8. (4) Reactant: [N:1]1([C:7]([C:9]2[CH:17]=[C:16]3[C:12]([C:13]([C:18](=O)[CH3:19])=[CH:14][NH:15]3)=[CH:11][CH:10]=2)=[O:8])[CH2:6][CH2:5][O:4][CH2:3][CH2:2]1.C(O)(=O)C. Product: [CH2:18]([C:13]1[C:12]2[C:16](=[CH:17][C:9]([C:7]([N:1]3[CH2:2][CH2:3][O:4][CH2:5][CH2:6]3)=[O:8])=[CH:10][CH:11]=2)[NH:15][CH:14]=1)[CH3:19]. The catalyst class is: 29. (5) Reactant: [Cl:1][CH2:2][CH2:3][CH2:4][O:5][C:6]1[C:7]([O:19][CH3:20])=[CH:8][C:9]([C:17]#[N:18])=[C:10]([N:12]=[CH:13][N:14](C)C)[CH:11]=1.N1C=NC([C:26]2[CH:32]=[CH:31][C:29]([NH2:30])=[CH:28][CH:27]=2)=N1. Product: [Cl:1][CH2:2][CH2:3][CH2:4][O:5][C:6]1[CH:11]=[C:10]2[C:9]([C:17]([NH:18][C:26]3[CH:27]=[CH:28][C:29]([N:30]4[CH:10]=[N:12][CH:13]=[N:14]4)=[CH:31][CH:32]=3)=[N:14][CH:13]=[N:12]2)=[CH:8][C:7]=1[O:19][CH3:20]. The catalyst class is: 52. (6) Reactant: [OH:1][C:2]([CH3:7])([CH3:6])[C:3](=O)[CH3:4].[CH3:8][N:9]([CH3:11])[NH2:10]. Product: [CH3:8][N:9]([CH3:11])[N:10]=[C:3]([CH3:4])[C:2]([CH3:7])([OH:1])[CH3:6]. The catalyst class is: 48. (7) Reactant: [OH:1][C:2]1[CH:11]=[C:10]2[C:5]([CH2:6][CH2:7][C:8](=[O:12])[NH:9]2)=[CH:4][CH:3]=1.[C:13](=O)([O-])[O-].[K+].[K+].CI. Product: [CH3:13][O:1][C:2]1[CH:11]=[C:10]2[C:5]([CH2:6][CH2:7][C:8](=[O:12])[NH:9]2)=[CH:4][CH:3]=1. The catalyst class is: 9.